From a dataset of Reaction yield outcomes from USPTO patents with 853,638 reactions. Predict the reaction yield, written as a fraction of the theoretical maximum amount of product (1.0 means a 100% yield; for example, 0.34 means a 34% yield). (1) The reactants are [OH-].[K+].[CH3:3][O:4][C:5]1[CH:13]=[CH:12][CH:11]=[C:10]2[C:6]=1[C:7]([NH2:14])=[N:8][NH:9]2.CC(N(CC1C=CC(CN2C3C(=C(OC)C=CC=3)C(NS(C3SC(Cl)=CC=3)(=O)=O)=N2)=CC=1)C(=O)[O-])(C)C.Cl[CH2:53][C:54]1[CH:59]=[CH:58][C:57]([O:60][CH3:61])=[C:56]([O:62][CH3:63])[CH:55]=1. The catalyst is CS(C)=O.O. The product is [CH3:63][O:62][C:56]1[CH:55]=[C:54]([CH2:53][N:9]2[C:10]3[C:6](=[C:5]([O:4][CH3:3])[CH:13]=[CH:12][CH:11]=3)[C:7]([NH2:14])=[N:8]2)[CH:59]=[CH:58][C:57]=1[O:60][CH3:61]. The yield is 0.840. (2) The reactants are [CH3:1][C:2]1[C:7]([CH:8]([CH2:13][CH2:14][CH3:15])[C:9]([O:11]C)=[O:10])=[C:6]([C:16]2[CH:21]=[CH:20][C:19]([C:22]([F:25])([F:24])[F:23])=[CH:18][CH:17]=2)[N:5]=[C:4]([C:26]2[CH:31]=[CH:30][CH:29]=[CH:28][CH:27]=2)[N:3]=1.[OH-].[Na+]. The catalyst is CO. The product is [CH3:1][C:2]1[C:7]([CH:8]([CH2:13][CH2:14][CH3:15])[C:9]([OH:11])=[O:10])=[C:6]([C:16]2[CH:21]=[CH:20][C:19]([C:22]([F:24])([F:23])[F:25])=[CH:18][CH:17]=2)[N:5]=[C:4]([C:26]2[CH:31]=[CH:30][CH:29]=[CH:28][CH:27]=2)[N:3]=1. The yield is 0.980. (3) The reactants are [Br:1][C:2]1[CH:3]=[CH:4][C:5]([Cl:12])=[C:6]([CH:11]=1)[CH2:7][N:8]=[N+]=[N-].C1(P(C2C=CC=CC=2)C2C=CC=CC=2)C=CC=CC=1.[OH-].[NH4+].[OH-].[Na+].OS(O)(=O)=O. The catalyst is C1COCC1.O.CCOCC. The product is [Br:1][C:2]1[CH:3]=[CH:4][C:5]([Cl:12])=[C:6]([CH:11]=1)[CH2:7][NH2:8]. The yield is 0.670. (4) The reactants are Br[C:2]1[CH:3]=[C:4]([F:9])[C:5]([Cl:8])=[N:6][CH:7]=1.[CH3:10][C:11]1(C)CC(C)OB(C=C)O1.C([O-])([O-])=O.[K+].[K+]. The catalyst is CCCC[N+](CCCC)(CCCC)CCCC.[F-].C1COCC1.Cl[Pd](Cl)([P](C1C=CC=CC=1)(C1C=CC=CC=1)C1C=CC=CC=1)[P](C1C=CC=CC=1)(C1C=CC=CC=1)C1C=CC=CC=1.O. The product is [Cl:8][C:5]1[C:4]([F:9])=[CH:3][C:2]([CH:10]=[CH2:11])=[CH:7][N:6]=1. The yield is 0.850. (5) The reactants are [Br:1][C:2]1[C:3]([CH3:12])=[C:4]([CH:8]=[C:9]([I:11])[CH:10]=1)[C:5]([OH:7])=O.Cl.[NH2:14][CH2:15][C:16]1[C:17](=[O:24])[NH:18][C:19]([CH3:23])=[CH:20][C:21]=1[CH3:22].F[P-](F)(F)(F)(F)F.N1(OC(N(C)C)=[N+](C)C)C2N=CC=CC=2N=N1.C(N(CC)CC)C. The catalyst is CN(C)C=O.O.C(OCC)(=O)C. The product is [Br:1][C:2]1[C:3]([CH3:12])=[C:4]([CH:8]=[C:9]([I:11])[CH:10]=1)[C:5]([NH:14][CH2:15][C:16]1[C:17](=[O:24])[NH:18][C:19]([CH3:23])=[CH:20][C:21]=1[CH3:22])=[O:7]. The yield is 0.660. (6) The yield is 0.740. The product is [Br:32][C:31]([Br:33])=[CH:7][C:6]1[CH:1]=[CH:2][C:3]2[O:11][CH2:10][O:9][C:4]=2[CH:5]=1. The catalyst is C(Cl)Cl. The reactants are [CH:1]1[C:6]([CH:7]=O)=[CH:5][C:4]2[O:9][CH2:10][O:11][C:3]=2[CH:2]=1.C1(P(C2C=CC=CC=2)C2C=CC=CC=2)C=CC=CC=1.[C:31](Br)(Br)([Br:33])[Br:32]. (7) The reactants are [F:1][C:2]1[CH:10]=[CH:9][CH:8]=[C:7]2[C:3]=1[CH:4]=[N:5][NH:6]2.[I:11]I.[OH-].[K+]. The catalyst is CN(C=O)C. The product is [F:1][C:2]1[CH:10]=[CH:9][CH:8]=[C:7]2[C:3]=1[C:4]([I:11])=[N:5][NH:6]2. The yield is 0.650.